This data is from Full USPTO retrosynthesis dataset with 1.9M reactions from patents (1976-2016). The task is: Predict the reactants needed to synthesize the given product. (1) Given the product [NH2:1][C:2]1[C:7]2[C:8]([C:11]3[CH:16]=[CH:15][C:14]([NH:17][C:18](=[O:24])[O:19][C:20]([CH3:23])([CH3:22])[CH3:21])=[CH:13][CH:12]=3)=[CH:9][S:10][C:6]=2[C:5]([C:2]2[CH:7]=[CH:6][CH:5]=[CH:4][N:3]=2)=[CH:4][N:3]=1, predict the reactants needed to synthesize it. The reactants are: [NH2:1][C:2]1[C:7]2[C:8]([C:11]3[CH:16]=[CH:15][C:14]([NH:17][C:18](=[O:24])[O:19][C:20]([CH3:23])([CH3:22])[CH3:21])=[CH:13][CH:12]=3)=[CH:9][S:10][C:6]=2[C:5](I)=[CH:4][N:3]=1. (2) Given the product [CH2:55]([C:62]1[S:66][C:65]([NH:67][C:19]([C:18]2[CH:17]=[CH:16][C:15]([C@H:12]3[CH2:13][CH2:14][C@H:9]([CH2:8][C:6]([O:5][C:1]([CH3:4])([CH3:3])[CH3:2])=[O:7])[CH2:10][CH2:11]3)=[CH:23][CH:22]=2)=[O:21])=[N:64][N:63]=1)[C:56]1[CH:57]=[CH:58][CH:59]=[CH:60][CH:61]=1, predict the reactants needed to synthesize it. The reactants are: [C:1]([O:5][C:6]([CH2:8][C@H:9]1[CH2:14][CH2:13][C@H:12]([C:15]2[CH:23]=[CH:22][C:18]([C:19]([OH:21])=O)=[CH:17][CH:16]=2)[CH2:11][CH2:10]1)=[O:7])([CH3:4])([CH3:3])[CH3:2].OC1C2N=NNC=2C=CC=1.Cl.C(N=C=NCCCN(C)C)C.C(N(C(C)C)CC)(C)C.[CH2:55]([C:62]1[S:66][C:65]([NH2:67])=[N:64][N:63]=1)[C:56]1[CH:61]=[CH:60][CH:59]=[CH:58][CH:57]=1. (3) Given the product [CH3:25][S:26][CH:27]=[CH:28][C:29](=[N:37][C:38]1[CH:43]=[CH:42][CH:41]=[CH:40][CH:39]=1)[O:30][C:31]1[CH:36]=[CH:35][CH:34]=[CH:33][CH:32]=1, predict the reactants needed to synthesize it. The reactants are: C1(OC(=NC2C=CC=CC=2)C=COC2C=CC=CC=2)C=CC=CC=1.[CH3:25][S:26][CH:27]=[CH:28][C:29](=[N:37][C:38]1[CH:43]=[CH:42][CH:41]=[CH:40][CH:39]=1)[O:30][C:31]1[CH:36]=[CH:35][CH:34]=[CH:33][CH:32]=1.C1COCC1.[Na].CS. (4) Given the product [NH:41]1[C:42]2[C:38](=[C:37]([C:2]3[N:3]=[C:4]([N:18]4[CH2:23][CH2:22][O:21][CH2:20][CH2:19]4)[C:5]4[S:10][C:9]([C:11]5[CH:12]=[C:13]([NH:17][C:24](=[O:28])[CH2:25][OH:26])[CH:14]=[CH:15][CH:16]=5)=[CH:8][C:6]=4[N:7]=3)[CH:45]=[CH:44][CH:43]=2)[CH:39]=[N:40]1, predict the reactants needed to synthesize it. The reactants are: Cl[C:2]1[N:3]=[C:4]([N:18]2[CH2:23][CH2:22][O:21][CH2:20][CH2:19]2)[C:5]2[S:10][C:9]([C:11]3[CH:12]=[C:13]([NH2:17])[CH:14]=[CH:15][CH:16]=3)=[CH:8][C:6]=2[N:7]=1.[C:24]([OH:28])(=O)[CH2:25][OH:26].CC1(C)C(C)(C)OB([C:37]2[CH:45]=[CH:44][CH:43]=[C:42]3[C:38]=2[CH:39]=[N:40][NH:41]3)O1. (5) Given the product [CH:1]([O:4][C:5]([N:7]1[CH:12]([CH2:13][CH3:14])[CH2:11][CH:10]([N:15]([C:16]2[N:21]=[CH:20][C:19]([Br:22])=[CH:18][N:17]=2)[CH2:28][C:29]2[CH:34]=[C:33]([C:35]([F:36])([F:37])[F:38])[CH:32]=[C:31]([Cl:39])[CH:30]=2)[CH2:9][CH:8]1[CH2:23][CH3:24])=[O:6])([CH3:3])[CH3:2], predict the reactants needed to synthesize it. The reactants are: [CH:1]([O:4][C:5]([N:7]1[CH:12]([CH2:13][CH3:14])[CH2:11][CH:10]([NH:15][C:16]2[N:21]=[CH:20][C:19]([Br:22])=[CH:18][N:17]=2)[CH2:9][CH:8]1[CH2:23][CH3:24])=[O:6])([CH3:3])[CH3:2].[H-].[Na+].Br[CH2:28][C:29]1[CH:34]=[C:33]([C:35]([F:38])([F:37])[F:36])[CH:32]=[C:31]([Cl:39])[CH:30]=1.O. (6) Given the product [NH2:33][CH2:32][CH:16]([CH2:15][C:12]1[S:11][C:10]([O:9][CH2:8][CH2:7][O:6][Si:5]([C:1]([CH3:4])([CH3:3])[CH3:2])([CH3:34])[CH3:35])=[N:14][CH:13]=1)[C:17]([N:19]([CH:29]1[CH2:30][CH2:31]1)[CH2:20][C:21]1[CH:26]=[CH:25][CH:24]=[C:23]([CH3:27])[C:22]=1[CH3:28])=[O:18], predict the reactants needed to synthesize it. The reactants are: [C:1]([Si:5]([CH3:35])([CH3:34])[O:6][CH2:7][CH2:8][O:9][C:10]1[S:11][C:12]([CH2:15][CH:16]([C:32]#[N:33])[C:17]([N:19]([CH:29]2[CH2:31][CH2:30]2)[CH2:20][C:21]2[CH:26]=[CH:25][CH:24]=[C:23]([CH3:27])[C:22]=2[CH3:28])=[O:18])=[CH:13][N:14]=1)([CH3:4])([CH3:3])[CH3:2].[BH4-].[Na+]. (7) Given the product [NH:1]1[C:9]2[C:4](=[CH:5][CH:6]=[CH:7][CH:8]=2)[C:3]([CH2:10][CH2:11][C:12]([O:14][CH3:15])=[O:13])=[CH:2]1, predict the reactants needed to synthesize it. The reactants are: [NH:1]1[C:9]2[C:4](=[CH:5][CH:6]=[CH:7][CH:8]=2)[C:3]([CH2:10][CH2:11][C:12]([OH:14])=[O:13])=[CH:2]1.[C:15]([O-])([O-])=O.[K+].[K+].IC.O. (8) Given the product [CH2:1]([O:8][C:9](=[O:32])[CH2:10][C@@H:11]([C:51]1[CH:47]=[CH:48][N:49]([C:52]2[CH:53]=[CH:54][C:55]([C:58]3[CH:63]=[CH:62][C:61]([C:64]#[N:65])=[CH:60][CH:59]=3)=[CH:56][CH:57]=2)[CH:50]=1)[C:12]([NH:14][C@H:15]([C:20](=[O:23])[NH:21][CH3:22])[C:16]([CH3:17])([CH3:18])[CH3:19])=[O:13])[C:2]1[CH:3]=[CH:4][CH:5]=[CH:6][CH:7]=1, predict the reactants needed to synthesize it. The reactants are: [CH2:1]([O:8][C:9](=[O:32])[CH2:10][C@@H:11](NC(OC(C)(C)C)=O)[C:12]([NH:14][C@H:15]([C:20](=[O:23])[NH:21][CH3:22])[C:16]([CH3:19])([CH3:18])[CH3:17])=[O:13])[C:2]1[CH:7]=[CH:6][CH:5]=[CH:4][CH:3]=1.C(OC(=O)C[C@@H]([C:47]1[CH:51]=[CH:50][N:49]([C:52]2[CH:57]=[CH:56][C:55]([C:58]3[CH:63]=[CH:62][C:61]([C:64]#[N:65])=[CH:60][CH:59]=3)=[CH:54][CH:53]=2)[CH:48]=1)C(O)=O)C1C=CC=CC=1.CNC(=O)[C@H](C(C)(C)C)N.CN(C(ON1N=NC2C=CC=CC1=2)=[N+](C)C)C.[B-](F)(F)(F)F. (9) The reactants are: [C:1]([O:5][C:6]([N:8]1[CH2:13][CH2:12][NH:11][CH2:10][CH2:9]1)=[O:7])([CH3:4])([CH3:3])[CH3:2].Br[CH2:15][CH2:16][N:17]1[C:21](=[O:22])[C:20]2=[CH:23][CH:24]=[CH:25][CH:26]=[C:19]2[C:18]1=[O:27].C(=O)([O-])[O-].[K+].[K+]. Given the product [O:27]=[C:18]1[C:19]2[C:20](=[CH:23][CH:24]=[CH:25][CH:26]=2)[C:21](=[O:22])[N:17]1[CH2:16][CH2:15][N:11]1[CH2:12][CH2:13][N:8]([C:6]([O:5][C:1]([CH3:4])([CH3:2])[CH3:3])=[O:7])[CH2:9][CH2:10]1, predict the reactants needed to synthesize it. (10) Given the product [CH:1]1([C:7]2[N:11]([CH2:12][C:13]3[CH:21]=[CH:20][C:16]([C:17]([NH:57][C:58]4[NH:62][N:61]=[N:60][N:59]=4)=[O:19])=[CH:15][CH:14]=3)[N:10]=[C:9]([C:22]3[CH:23]=[CH:24][C:25]([O:28][C:29]([F:31])([F:32])[F:30])=[CH:26][CH:27]=3)[CH:8]=2)[CH2:6][CH2:5][CH2:4][CH2:3][CH2:2]1, predict the reactants needed to synthesize it. The reactants are: [CH:1]1([C:7]2[N:11]([CH2:12][C:13]3[CH:21]=[CH:20][C:16]([C:17]([OH:19])=O)=[CH:15][CH:14]=3)[N:10]=[C:9]([C:22]3[CH:27]=[CH:26][C:25]([O:28][C:29]([F:32])([F:31])[F:30])=[CH:24][CH:23]=3)[CH:8]=2)[CH2:6][CH2:5][CH2:4][CH2:3][CH2:2]1.Cl.CN(C)CCCN=C=NCC.O.ON1C2C=CC=CC=2N=N1.O.[NH2:57][C:58]1[NH:62][N:61]=[N:60][N:59]=1.